From a dataset of Catalyst prediction with 721,799 reactions and 888 catalyst types from USPTO. Predict which catalyst facilitates the given reaction. The catalyst class is: 5. Product: [NH2:1][C:2]1[C:11]([N:12]2[CH2:17][CH2:16][O:15][CH2:14][CH2:13]2)=[CH:10][C:9]2[C:4](=[CH:5][CH:6]=[C:7]([C:18]3[CH:23]=[CH:22][CH:21]=[CH:20][C:19]=3[CH:24]([CH:26]3[CH2:27][CH2:28][O:29][CH2:30][CH2:31]3)[OH:25])[CH:8]=2)[N:3]=1. Reactant: [NH2:1][C:2]1[C:11]([N:12]2[CH2:17][CH2:16][O:15][CH2:14][CH2:13]2)=[CH:10][C:9]2[C:4](=[CH:5][CH:6]=[C:7]([C:18]3[CH:23]=[CH:22][CH:21]=[CH:20][C:19]=3[C:24]([CH:26]3[CH2:31][CH2:30][O:29][CH2:28][CH2:27]3)=[O:25])[CH:8]=2)[N:3]=1.[BH4-].[Na+].